Dataset: Reaction yield outcomes from USPTO patents with 853,638 reactions. Task: Predict the reaction yield, written as a fraction of the theoretical maximum amount of product (1.0 means a 100% yield; for example, 0.34 means a 34% yield). (1) The reactants are Br[C:2]1[CH:3]=[N:4][N:5]([S:9]([N:12]([CH3:14])[CH3:13])(=[O:11])=[O:10])[C:6]=1[CH2:7][CH3:8].[CH3:15][C:16]1([CH3:32])[C:20]([CH3:22])([CH3:21])[O:19][B:18]([B:18]2[O:19][C:20]([CH3:22])([CH3:21])[C:16]([CH3:32])([CH3:15])[O:17]2)[O:17]1.C([O-])(=O)C.[K+]. The catalyst is COCCOC. The product is [CH2:7]([C:6]1[N:5]([S:9]([N:12]([CH3:14])[CH3:13])(=[O:11])=[O:10])[N:4]=[CH:3][C:2]=1[B:18]1[O:19][C:20]([CH3:22])([CH3:21])[C:16]([CH3:32])([CH3:15])[O:17]1)[CH3:8]. The yield is 0.420. (2) The reactants are Br[C:2]1[N:9]=[CH:8][CH:7]=[C:6]([Cl:10])[C:3]=1[CH:4]=[O:5].[C:11]1(=[O:24])[C:16]2=[CH:17][C:18]3[CH2:19][CH2:20][CH2:21][CH2:22][C:23]=3[N:15]2[CH:14]=[CH:13][NH:12]1.C(=O)([O-])[O-].[Cs+].[Cs+].COC1C2C(=C3C(=CC=2)C(OC)=CC=N3)N=CC=1. The catalyst is [Cu]I.O1CCOCC1. The product is [Cl:10][C:6]1[C:3]([CH:4]=[O:5])=[C:2]([N:12]2[CH:13]=[CH:14][N:15]3[C:23]4[CH2:22][CH2:21][CH2:20][CH2:19][C:18]=4[CH:17]=[C:16]3[C:11]2=[O:24])[N:9]=[CH:8][CH:7]=1. The yield is 0.650. (3) The reactants are CN(C(ON1N=NC2C=CC=NC1=2)=[N+](C)C)C.F[P-](F)(F)(F)(F)F.[CH2:25]1[C@@H:30]([NH2:31])[C:28](=[O:29])[S:27][CH2:26]1.Cl.[Cl:33][C:34]1[CH:35]=[C:36]([C:63](O)=[O:64])[CH:37]=[N:38][C:39]=1[NH:40][NH:41][C:42]([NH:44][CH:45]1[C:51]2[CH:52]=[CH:53][CH:54]=[CH:55][C:50]=2[S:49](=[O:57])(=[O:56])[N:48]([CH3:58])[C:47]2[CH:59]=[CH:60][CH:61]=[CH:62][C:46]1=2)=[S:43].CCN(C(C)C)C(C)C. The catalyst is CC(N(C)C)=O. The product is [Cl:33][C:34]1[CH:35]=[C:36]([C:63]([NH:31][C@@H:30]2[CH2:25][CH2:26][S:27][C:28]2=[O:29])=[O:64])[CH:37]=[N:38][C:39]=1[NH:40][NH:41][C:42]([NH:44][CH:45]1[C:51]2[CH:52]=[CH:53][CH:54]=[CH:55][C:50]=2[S:49](=[O:56])(=[O:57])[N:48]([CH3:58])[C:47]2[CH:59]=[CH:60][CH:61]=[CH:62][C:46]1=2)=[S:43]. The yield is 0.310. (4) The reactants are [C:1]1([C@H:7]2[C@H:16]3[CH2:17][CH2:18][N:19]([C:20]([C@H:22]4[CH2:27][CH2:26][CH2:25][CH2:24][C@H:23]4[NH:28][C:29](=[O:36])[C:30]4[CH:35]=[CH:34][CH:33]=[CH:32][CH:31]=4)=[O:21])[C@H:15]3[C:14]3[CH:13]=[CH:12][CH:11]=[CH:10][C:9]=3[NH:8]2)[CH:6]=[CH:5][CH:4]=[CH:3][CH:2]=1.C(N(CC)CC)C.[C:44](Cl)(=[O:46])[CH3:45].O. The catalyst is C(Cl)(Cl)Cl. The product is [C:44]([N:8]1[C:9]2[CH:10]=[CH:11][CH:12]=[CH:13][C:14]=2[C@@H:15]2[N:19]([C:20]([C@H:22]3[CH2:27][CH2:26][CH2:25][CH2:24][C@H:23]3[NH:28][C:29](=[O:36])[C:30]3[CH:31]=[CH:32][CH:33]=[CH:34][CH:35]=3)=[O:21])[CH2:18][CH2:17][C@H:16]2[C@@H:7]1[C:1]1[CH:2]=[CH:3][CH:4]=[CH:5][CH:6]=1)(=[O:46])[CH3:45]. The yield is 0.460. (5) The reactants are [Si]([O:8][CH2:9][C:10]1([CH3:40])[S:16][CH2:15][CH2:14][N:13]2[C:17]([C:20]3([C:23]4[CH:28]=[CH:27][C:26]([C:29]5[CH:34]=[CH:33][C:32]([C:35]([N:37]([CH3:39])[CH3:38])=[O:36])=[CH:31][CH:30]=5)=[CH:25][CH:24]=4)[CH2:22][CH2:21]3)=[N:18][N:19]=[C:12]2[CH2:11]1)(C(C)(C)C)(C)C.Cl. The catalyst is CO. The product is [OH:8][CH2:9][C:10]1([CH3:40])[S:16][CH2:15][CH2:14][N:13]2[C:17]([C:20]3([C:23]4[CH:24]=[CH:25][C:26]([C:29]5[CH:30]=[CH:31][C:32]([C:35]([N:37]([CH3:39])[CH3:38])=[O:36])=[CH:33][CH:34]=5)=[CH:27][CH:28]=4)[CH2:22][CH2:21]3)=[N:18][N:19]=[C:12]2[CH2:11]1. The yield is 0.550. (6) The reactants are [Si:1]([O:8][CH2:9][C@@H:10]1[C:15]([CH3:16])=[CH:14][C@H:13](O)[CH2:12][N:11]1[C:18]([O:20][C:21]([CH3:24])([CH3:23])[CH3:22])=[O:19])([C:4]([CH3:7])([CH3:6])[CH3:5])([CH3:3])[CH3:2].[CH2:25]([O:28][NH:29][S:30]([C:33]1[CH:38]=[CH:37][CH:36]=[CH:35][C:34]=1[N+:39]([O-:41])=[O:40])(=[O:32])=[O:31])[CH:26]=[CH2:27].C1(P(C2C=CC=CC=2)C2C=CC=CC=2)C=CC=CC=1.N(/C(OC(C)C)=O)=N\C(OC(C)C)=O. The catalyst is C1(C)C=CC=CC=1. The yield is 0.770. The product is [CH2:25]([O:28][N:29]([C@H:13]1[CH2:12][N:11]([C:18]([O:20][C:21]([CH3:22])([CH3:24])[CH3:23])=[O:19])[C@H:10]([CH2:9][O:8][Si:1]([C:4]([CH3:5])([CH3:7])[CH3:6])([CH3:2])[CH3:3])[C:15]([CH3:16])=[CH:14]1)[S:30]([C:33]1[CH:38]=[CH:37][CH:36]=[CH:35][C:34]=1[N+:39]([O-:41])=[O:40])(=[O:32])=[O:31])[CH:26]=[CH2:27].